This data is from NCI-60 drug combinations with 297,098 pairs across 59 cell lines. The task is: Regression. Given two drug SMILES strings and cell line genomic features, predict the synergy score measuring deviation from expected non-interaction effect. Drug 1: COC1=C(C=C2C(=C1)N=CN=C2NC3=CC(=C(C=C3)F)Cl)OCCCN4CCOCC4. Drug 2: CS(=O)(=O)OCCCCOS(=O)(=O)C. Cell line: SK-MEL-28. Synergy scores: CSS=16.3, Synergy_ZIP=3.62, Synergy_Bliss=5.97, Synergy_Loewe=-9.82, Synergy_HSA=1.25.